From a dataset of CYP2C19 inhibition data for predicting drug metabolism from PubChem BioAssay. Regression/Classification. Given a drug SMILES string, predict its absorption, distribution, metabolism, or excretion properties. Task type varies by dataset: regression for continuous measurements (e.g., permeability, clearance, half-life) or binary classification for categorical outcomes (e.g., BBB penetration, CYP inhibition). Dataset: cyp2c19_veith. The molecule is O=[N+]([O-])c1cc(Cc2cc([N+](=O)[O-])c3cccnc3c2O)c(O)c2ncccc12. The result is 1 (inhibitor).